The task is: Predict the reaction yield, written as a fraction of the theoretical maximum amount of product (1.0 means a 100% yield; for example, 0.34 means a 34% yield).. This data is from Reaction yield outcomes from USPTO patents with 853,638 reactions. (1) The reactants are [C:1]([C:3]1[C:7]2[CH:8]=[C:9]([CH:26]3[CH2:28][CH2:27]3)[C:10]([N:12]([CH2:17][C:18]3[CH:23]=[CH:22][C:21]([O:24][CH3:25])=[CH:20][CH:19]=3)[S:13]([CH3:16])(=[O:15])=[O:14])=[CH:11][C:6]=2[O:5][C:4]=1[C:29]1[CH:34]=[CH:33][C:32]([F:35])=[CH:31][CH:30]=1)#[N:2].[NH2:36][OH:37]. The catalyst is C(O)C. The product is [CH:26]1([C:9]2[C:10]([N:12]([CH2:17][C:18]3[CH:19]=[CH:20][C:21]([O:24][CH3:25])=[CH:22][CH:23]=3)[S:13]([CH3:16])(=[O:15])=[O:14])=[CH:11][C:6]3[O:5][C:4]([C:29]4[CH:30]=[CH:31][C:32]([F:35])=[CH:33][CH:34]=4)=[C:3]([C:1](=[N:36][OH:37])[NH2:2])[C:7]=3[CH:8]=2)[CH2:28][CH2:27]1. The yield is 1.00. (2) The reactants are [CH2:1]1[CH:6]([C:7]([OH:9])=[O:8])[CH2:5][CH2:4][CH:3]([OH:10])[CH2:2]1.[H-].[Na+].[Br:13][C:14]1[CH:15]=[CH:16][C:17](F)=[N:18][CH:19]=1. The catalyst is CC(N(C)C)=O. The product is [Br:13][C:14]1[CH:15]=[CH:16][C:17]([O:10][C@@H:3]2[CH2:4][CH2:5][C@H:6]([C:7]([OH:9])=[O:8])[CH2:1][CH2:2]2)=[N:18][CH:19]=1. The yield is 0.420. (3) The reactants are [C:1]1([CH2:7][CH2:8][N:9]2[CH2:14][CH2:13][CH:12](C(OCC)=O)[CH2:11][CH2:10]2)[CH:6]=[CH:5][CH:4]=[CH:3][CH:2]=1.[F:20][C:21]1[CH:26]=[CH:25][C:24]([CH:27](N)[C:28]2[CH:33]=[CH:32][C:31]([F:34])=[CH:30][CH:29]=2)=[CH:23][CH:22]=1.C[CH2:37][N:38]=[C:39]=NCCCN(C)C.C1C=CC2N([OH:56])N=NC=2C=1. The catalyst is CCN(CC)CC.C(Cl)Cl. The product is [F:20][C:21]1[CH:26]=[CH:25][C:24]([CH:27]([C:28]2[CH:33]=[CH:32][C:31]([F:34])=[CH:30][CH:29]=2)[CH2:37][NH:38][C:39]([CH:14]2[CH2:13][CH2:12][CH2:11][CH2:10][N:9]2[CH2:8][CH2:7][C:1]2[CH:2]=[CH:3][CH:4]=[CH:5][CH:6]=2)=[O:56])=[CH:23][CH:22]=1. The yield is 0.740.